This data is from Forward reaction prediction with 1.9M reactions from USPTO patents (1976-2016). The task is: Predict the product of the given reaction. (1) Given the reactants [F:1][C:2]([F:47])([F:46])[C:3]1[CH:4]=[C:5]([CH:39]=[C:40]([C:42]([F:45])([F:44])[F:43])[CH:41]=1)[CH2:6][N:7]([CH2:15][C:16]1[CH:17]=[C:18]2[C:33]([CH3:34])=[N:32][N:31]([C:35]([CH3:38])([CH3:37])[CH3:36])[C:19]2=[N:20][C:21]=1[N:22]([CH2:27][CH:28]1[CH2:30][CH2:29]1)[CH2:23][CH:24]1[CH2:26][CH2:25]1)[C:8]1[N:13]=[CH:12][C:11](Br)=[CH:10][N:9]=1.[C:48]([NH2:53])(=[O:52])[CH:49]([CH3:51])[CH3:50].N[C@@H]1CCCC[C@H]1N.C([O-])([O-])=O.[K+].[K+], predict the reaction product. The product is: [CH:24]1([CH2:23][N:22]([CH2:27][CH:28]2[CH2:30][CH2:29]2)[C:21]2[N:20]=[C:19]3[N:31]([C:35]([CH3:38])([CH3:37])[CH3:36])[N:32]=[C:33]([CH3:34])[C:18]3=[CH:17][C:16]=2[CH2:15][N:7]([CH2:6][C:5]2[CH:4]=[C:3]([C:2]([F:47])([F:46])[F:1])[CH:41]=[C:40]([C:42]([F:45])([F:44])[F:43])[CH:39]=2)[C:8]2[N:13]=[CH:12][C:11]([NH:53][C:48](=[O:52])[CH:49]([CH3:51])[CH3:50])=[CH:10][N:9]=2)[CH2:26][CH2:25]1. (2) Given the reactants [F:1][C:2]1[CH:7]=[CH:6][C:5]([N:8]2[C:12]([C:13]([OH:15])=[O:14])=[CH:11][N:10]=[C:9]2[S:16][CH2:17][C:18]2[C:23]([F:24])=[CH:22][CH:21]=[C:20]([F:25])[C:19]=2[F:26])=[CH:4][CH:3]=1.C([O-])(O)=[O:28].[Na+].OOS([O-])=O.[K+].O, predict the reaction product. The product is: [F:1][C:2]1[CH:7]=[CH:6][C:5]([N:8]2[C:12]([C:13]([OH:15])=[O:14])=[CH:11][N:10]=[C:9]2[S:16]([CH2:17][C:18]2[C:23]([F:24])=[CH:22][CH:21]=[C:20]([F:25])[C:19]=2[F:26])=[O:28])=[CH:4][CH:3]=1. (3) Given the reactants Cl[C:2]1[N:11]=[C:10]([NH:12][CH2:13][CH:14]([C:20]2[CH:21]=[N:22][CH:23]=[CH:24][CH:25]=2)[C:15]2[NH:16][CH:17]=[CH:18][CH:19]=2)[C:9]2[C:4](=[CH:5][CH:6]=[CH:7][CH:8]=2)[N:3]=1.[N:26]1[CH:27]=[CH:28][N:29]2[CH:34]=[C:33](B(O)O)[CH:32]=[CH:31][C:30]=12.C(NC1C2C(=CC=CC=2)N=C(C2SC3C=CC=CC=3C=2)N=1)(C1C=CC=CC=1)C1C=CC=CC=1, predict the reaction product. The product is: [N:26]1[CH:27]=[CH:28][N:29]2[CH:34]=[C:33]([C:2]3[N:11]=[C:10]([NH:12][CH2:13][CH:14]([C:20]4[CH:21]=[N:22][CH:23]=[CH:24][CH:25]=4)[C:15]4[NH:16][CH:17]=[CH:18][CH:19]=4)[C:9]4[C:4](=[CH:5][CH:6]=[CH:7][CH:8]=4)[N:3]=3)[CH:32]=[CH:31][C:30]=12. (4) The product is: [NH:16]1[CH:20]=[CH:19][C:18]([C:2]2[C:3]3[CH:10]=[CH:9][NH:8][C:4]=3[N:5]=[N:6][CH:7]=2)=[CH:17]1. Given the reactants Br[C:2]1[C:3]2[CH:10]=[CH:9][NH:8][C:4]=2[N:5]=[N:6][CH:7]=1.O.C([Si](C(C)C)(C(C)C)[N:16]1[CH:20]=[CH:19][C:18](B(O)O)=[CH:17]1)(C)C.C([O-])(O)=O.[Na+], predict the reaction product. (5) Given the reactants [NH2:1][CH2:2][CH2:3][N:4]1[C:12]2[CH:11]=[CH:10][CH:9]=[CH:8][C:7]=2[C:6]2[CH2:13][CH2:14][N:15](C(OC(C)(C)C)=O)[CH2:16][CH2:17][C:5]1=2.C(C(O)=O)(F)(F)F, predict the reaction product. The product is: [CH2:13]1[C:6]2[C:7]3[CH:8]=[CH:9][CH:10]=[CH:11][C:12]=3[N:4]([CH2:3][CH2:2][NH2:1])[C:5]=2[CH2:17][CH2:16][NH:15][CH2:14]1. (6) Given the reactants Cl[C:2]1[C:11]2[C:6](=[CH:7][C:8]([F:13])=[CH:9][C:10]=2[F:12])[N:5]=[C:4]([CH2:14][C:15]2[CH:16]=[C:17]([CH:20]=[CH:21][CH:22]=2)[C:18]#[N:19])[C:3]=1[CH3:23].[CH3:24][C:25]1([CH3:40])[C:29]2=[N:30][CH:31]=[C:32]([N:34]3[CH2:39][CH2:38][O:37][CH2:36][CH2:35]3)[CH:33]=[C:28]2[NH:27][CH2:26]1.C1(P(C2CCCCC2)C2C=CC=CC=2C2C(C(C)C)=CC(C(C)C)=CC=2C(C)C)CCCCC1.CC(C)([O-])C.[Na+], predict the reaction product. The product is: [CH3:24][C:25]1([CH3:40])[C:29]2=[N:30][CH:31]=[C:32]([N:34]3[CH2:39][CH2:38][O:37][CH2:36][CH2:35]3)[CH:33]=[C:28]2[N:27]([C:2]2[C:11]3[C:6](=[CH:7][C:8]([F:13])=[CH:9][C:10]=3[F:12])[N:5]=[C:4]([CH2:14][C:15]3[CH:16]=[C:17]([CH:20]=[CH:21][CH:22]=3)[C:18]#[N:19])[C:3]=2[CH3:23])[CH2:26]1. (7) Given the reactants [F:1][C:2]1[CH:3]=[C:4]([CH2:10][N:11]([CH3:19])[C:12](=[O:18])[O:13][C:14]([CH3:17])([CH3:16])[CH3:15])[CH:5]=[CH:6][C:7]=1[CH:8]=O.C([O-])(=O)C.[Na+].Cl.[NH2:26][OH:27], predict the reaction product. The product is: [F:1][C:2]1[CH:3]=[C:4]([CH:5]=[CH:6][C:7]=1[CH:8]=[N:26][OH:27])[CH2:10][N:11]([CH3:19])[C:12](=[O:18])[O:13][C:14]([CH3:17])([CH3:16])[CH3:15]. (8) Given the reactants [CH3:1][C:2]1[CH:7]=[CH:6][C:5]([S:8]([O:11][CH2:12][C@@H:13]2[O:18][C:17]3[C:19]([CH2:26][CH:27]=O)=[C:20]([N+:23]([O-])=O)[CH:21]=[CH:22][C:16]=3[O:15][CH2:14]2)(=[O:10])=[O:9])=[CH:4][CH:3]=1.[H][H], predict the reaction product. The product is: [CH3:1][C:2]1[CH:3]=[CH:4][C:5]([S:8]([O:11][CH2:12][CH:13]2[O:18][C:17]3=[C:19]4[C:20](=[CH:21][CH:22]=[C:16]3[O:15][CH2:14]2)[NH:23][CH:27]=[CH:26]4)(=[O:9])=[O:10])=[CH:6][CH:7]=1.